From a dataset of Reaction yield outcomes from USPTO patents with 853,638 reactions. Predict the reaction yield, written as a fraction of the theoretical maximum amount of product (1.0 means a 100% yield; for example, 0.34 means a 34% yield). (1) The reactants are [N+:1]([C:4]1[CH:5]=[C:6]([C@@H:10]([NH2:12])[CH3:11])[CH:7]=[CH:8][CH:9]=1)([O-:3])=[O:2].[Br:13][C:14]1[CH:19]=[CH:18][CH:17]=[C:16](Br)[N:15]=1.C1(P(C2C(P(C3C=CC=CC=3)C3C=CC=CC=3)=C(C3C4C(=CC=CC=4)C=CC=3)C3C(C=2)=CC=CC=3)C2C=CC=CC=2)C=CC=CC=1.CC(C)([O-])C.[Na+]. The catalyst is C1(C)C=CC=CC=1.C(OCC)(=O)C. The product is [Br:13][C:14]1[N:15]=[C:16]([NH:12][C@H:10]([C:6]2[CH:7]=[CH:8][CH:9]=[C:4]([N+:1]([O-:3])=[O:2])[CH:5]=2)[CH3:11])[CH:17]=[CH:18][CH:19]=1. The yield is 0.330. (2) The reactants are Br[C:2]1[CH:3]=[CH:4][C:5]2[N:6]([C:15]3[CH:20]=[CH:19][CH:18]=[CH:17][CH:16]=3)[C:7]3[C:12]([C:13]=2[CH:14]=1)=[CH:11][CH:10]=[CH:9][CH:8]=3.CC(C)([O-])C.[Na+].C1(C)C(C)=CC=CC=1.[NH2:35][C:36]1[CH:41]=[CH:40][CH:39]=[CH:38][CH:37]=1. The catalyst is C1C=CC(/C=C/C(/C=C/C2C=CC=CC=2)=O)=CC=1.C1C=CC(/C=C/C(/C=C/C2C=CC=CC=2)=O)=CC=1.[Pd].[CH-]1C(P(C2C=CC=CC=2)C2C=CC=CC=2)=CC=C1.[CH-]1C(P(C2C=CC=CC=2)C2C=CC=CC=2)=CC=C1.[Fe+2].C1(C)C=CC=CC=1. The product is [C:36]1([NH:35][C:2]2[CH:3]=[CH:4][C:5]3[N:6]([C:15]4[CH:20]=[CH:19][CH:18]=[CH:17][CH:16]=4)[C:7]4[C:12]([C:13]=3[CH:14]=2)=[CH:11][CH:10]=[CH:9][CH:8]=4)[CH:41]=[CH:40][CH:39]=[CH:38][CH:37]=1. The yield is 0.750. (3) The reactants are [C:1]([C:3]1[C:11]2[C:6](=[CH:7][C:8](C(O)=O)=[CH:9][CH:10]=2)[N:5]([CH2:15][CH3:16])[CH:4]=1)#[N:2].CC[N:19]([CH2:22]C)CC.C1(P(N=[N+]=[N-])(C2C=CC=CC=2)=[O:31])C=CC=CC=1.[C:41]([OH:45])([CH3:44])([CH3:43])[CH3:42]. The catalyst is CCOC(C)=O. The product is [C:1]([C:3]1[C:11]2[C:6](=[CH:7][C:8]([NH:19][C:22](=[O:31])[O:45][C:41]([CH3:44])([CH3:43])[CH3:42])=[CH:9][CH:10]=2)[N:5]([CH2:15][CH3:16])[CH:4]=1)#[N:2]. The yield is 0.650. (4) The reactants are [NH2:1][C:2]1[CH:7]=[C:6]([Cl:8])[CH:5]=[CH:4][C:3]=1[SH:9].Cl[CH2:11][C:12]1[N:17]=[CH:16][CH:15]=[CH:14][N:13]=1.C([O-])([O-])=O.[K+].[K+]. The catalyst is CN(C=O)C. The product is [Cl:8][C:6]1[CH:5]=[CH:4][C:3]([S:9][CH2:11][C:12]2[N:17]=[CH:16][CH:15]=[CH:14][N:13]=2)=[C:2]([CH:7]=1)[NH2:1]. The yield is 0.390. (5) The product is [CH:21]([C:17]1[CH:16]=[C:15]([NH:14][C:5]2[C:4]3[C:9](=[CH:10][N:11]=[C:2]([NH:32][CH2:31][CH2:30][N:24]4[CH2:29][CH2:28][O:27][CH2:26][CH2:25]4)[CH:3]=3)[N:8]=[CH:7][C:6]=2[C:12]#[N:13])[CH:20]=[CH:19][CH:18]=1)([CH3:23])[CH3:22]. The catalyst is N1C=CC=CC=1. The reactants are F[C:2]1[CH:3]=[C:4]2[C:9](=[CH:10][N:11]=1)[N:8]=[CH:7][C:6]([C:12]#[N:13])=[C:5]2[NH:14][C:15]1[CH:20]=[CH:19][CH:18]=[C:17]([CH:21]([CH3:23])[CH3:22])[CH:16]=1.[N:24]1([CH2:30][CH2:31][NH2:32])[CH2:29][CH2:28][O:27][CH2:26][CH2:25]1. The yield is 0.540. (6) The reactants are [CH2:1]([OH:4])[CH2:2][OH:3].[OH-].[K+].Br[CH2:8][C:9]1([CH3:13])[CH2:12][O:11][CH2:10]1. No catalyst specified. The product is [CH3:8][C:9]1([CH2:13][O:3][CH2:2][CH2:1][OH:4])[CH2:12][O:11][CH2:10]1. The yield is 0.292.